Dataset: TCR-epitope binding with 47,182 pairs between 192 epitopes and 23,139 TCRs. Task: Binary Classification. Given a T-cell receptor sequence (or CDR3 region) and an epitope sequence, predict whether binding occurs between them. (1) The epitope is PKYVKQNTLKLAT. The TCR CDR3 sequence is CSARTDHNTGELFF. Result: 0 (the TCR does not bind to the epitope). (2) The epitope is YLDAYNMMI. The TCR CDR3 sequence is CASSYSSGDEQYF. Result: 1 (the TCR binds to the epitope). (3) The epitope is RLYYDSMSY. The TCR CDR3 sequence is CASSQEEGSGWVLFF. Result: 0 (the TCR does not bind to the epitope). (4) The epitope is RLQSLQTYV. The TCR CDR3 sequence is CASSVGAPGGDEQFF. Result: 0 (the TCR does not bind to the epitope). (5) The epitope is VLWAHGFEL. The TCR CDR3 sequence is CASSLDMGGNEQFF. Result: 1 (the TCR binds to the epitope). (6) The epitope is VLWAHGFEL. The TCR CDR3 sequence is CASSDSGIGNEKLFF. Result: 1 (the TCR binds to the epitope). (7) The epitope is TPGPGVRYPL. The TCR CDR3 sequence is CSASSRGRVDEQFF. Result: 1 (the TCR binds to the epitope). (8) The epitope is KLNVGDYFV. The TCR CDR3 sequence is CASSQDLGTGGLNYNQPQHF. Result: 1 (the TCR binds to the epitope). (9) The epitope is TPRVTGGGAM. The TCR CDR3 sequence is CASSLDLYVFSGNTIYF. Result: 0 (the TCR does not bind to the epitope). (10) The epitope is CTELKLSDY. Result: 0 (the TCR does not bind to the epitope). The TCR CDR3 sequence is CASSESAVVTGQYF.